Dataset: Forward reaction prediction with 1.9M reactions from USPTO patents (1976-2016). Task: Predict the product of the given reaction. (1) Given the reactants [F:1][C:2]1[CH:7]=[CH:6][C:5]([N:8]=[C:9]=[O:10])=[CH:4][CH:3]=1.[NH2:11]CCCCN1C2C3C=CC=CC=3N=C(N)C=2N=C1C1C=CC=CC=1, predict the reaction product. The product is: [F:1][C:2]1[CH:7]=[CH:6][C:5]([NH:8][C:9](=[O:10])[NH2:11])=[CH:4][CH:3]=1. (2) Given the reactants [F:1][C:2]([F:18])([C:9]([F:17])([F:16])[C:10]([F:15])([F:14])[CH:11]([F:13])[F:12])[CH2:3][CH:4]([C:7]#[N:8])[C:5]#[N:6].Br[CH2:20][CH2:21][C:22]([F:26])=[C:23]([F:25])[F:24].C(=O)([O-])[O-].[K+].[K+].Cl, predict the reaction product. The product is: [F:1][C:2]([F:18])([C:9]([F:16])([F:17])[C:10]([F:14])([F:15])[CH:11]([F:13])[F:12])[CH2:3][C:4]([CH2:20][CH2:21][C:22]([F:26])=[C:23]([F:25])[F:24])([C:7]#[N:8])[C:5]#[N:6]. (3) Given the reactants [ClH:1].[CH3:2][O:3][C:4]1[CH:5]=[C:6](/[CH:14]=[CH:15]/[CH:16]=[CH:17]/[C:18]([N:20]2[CH2:25][CH2:24][N:23]([CH2:26][CH2:27][N:28]3[CH2:33][CH2:32][N:31]([C:34](=[O:51])/[CH:35]=[CH:36]/[CH:37]=[CH:38]/[C:39]4[CH:44]=[C:43]([O:45][CH3:46])[C:42]([O:47][CH3:48])=[C:41]([O:49][CH3:50])[CH:40]=4)[CH2:30][CH2:29]3)[CH2:22][CH2:21]2)=[O:19])[CH:7]=[C:8]([O:12][CH3:13])[C:9]=1[O:10][CH3:11], predict the reaction product. The product is: [ClH:1].[ClH:1].[CH3:46][O:45][C:43]1[CH:44]=[C:39](/[CH:38]=[CH:37]/[CH:36]=[CH:35]/[C:34]([N:31]2[CH2:32][CH2:33][N:28]([CH2:27][CH2:26][N:23]3[CH2:22][CH2:21][N:20]([C:18](=[O:19])/[CH:17]=[CH:16]/[CH:15]=[CH:14]/[C:6]4[CH:7]=[C:8]([O:12][CH3:13])[C:9]([O:10][CH3:11])=[C:4]([O:3][CH3:2])[CH:5]=4)[CH2:25][CH2:24]3)[CH2:29][CH2:30]2)=[O:51])[CH:40]=[C:41]([O:49][CH3:50])[C:42]=1[O:47][CH3:48]. (4) Given the reactants [CH2:1]([O:9][C:10](=[O:13])[CH:11]=[CH2:12])[CH2:2][CH2:3][CH2:4][CH2:5][CH:6]([CH3:8])[CH3:7].[C:14]([NH2:18])(=[O:17])[CH:15]=[CH2:16].C1C=CC(C(OOC(C2C=CC=CC=2)=O)=O)=CC=1, predict the reaction product. The product is: [CH2:1]([O:9][C:10](=[O:13])[CH:11]=[CH2:12])[CH2:2][CH2:3][CH2:4][CH2:5][CH:6]([CH3:8])[CH3:7].[C:14]([NH2:18])(=[O:17])[CH:15]=[CH2:16]. (5) Given the reactants [OH:1][C:2]1[CH:3]=[C:4]([C:9]2[CH:16]=[CH:15][C:12]([C:13]#[N:14])=[CH:11][CH:10]=2)[CH:5]=[N:6][C:7]=1[OH:8].CN(C=O)C.[N-:22]=[N+:23]=[N-:24].[Na+], predict the reaction product. The product is: [NH:22]1[C:13]([C:12]2[CH:15]=[CH:16][C:9]([C:4]3[CH:3]=[C:2]([OH:1])[C:7](=[O:8])[NH:6][CH:5]=3)=[CH:10][CH:11]=2)=[N:14][N:24]=[N:23]1.